From a dataset of Forward reaction prediction with 1.9M reactions from USPTO patents (1976-2016). Predict the product of the given reaction. (1) Given the reactants [C:1]([O:5][C:6]([N:8]1[CH2:12][C@H:11]([S:13][CH2:14][C:15]2[CH:20]=[CH:19][C:18]([O:21][CH3:22])=[CH:17][CH:16]=2)[CH2:10][C@H:9]1[C:23]([OH:25])=O)=[O:7])([CH3:4])([CH3:3])[CH3:2].CN1CCOCC1.ON1C2C=CC=CC=2N=N1.CCN=C=NCCCN(C)C.Cl.[CH3:55][NH:56][O:57][CH3:58], predict the reaction product. The product is: [C:1]([O:5][C:6]([N:8]1[CH2:12][C@H:11]([S:13][CH2:14][C:15]2[CH:20]=[CH:19][C:18]([O:21][CH3:22])=[CH:17][CH:16]=2)[CH2:10][C@H:9]1[C:23](=[O:25])[N:56]([O:57][CH3:58])[CH3:55])=[O:7])([CH3:4])([CH3:3])[CH3:2]. (2) Given the reactants [Br:1][C:2]1[N:7]=[CH:6][C:5]2[C:8]([C:14]([OH:16])=[O:15])=[CH:9][N:10]([CH:11]([CH3:13])[CH3:12])[C:4]=2[CH:3]=1.[CH:17]([N-]C(C)C)(C)C.[Li+].IC, predict the reaction product. The product is: [Br:1][C:2]1[N:7]=[CH:6][C:5]2[C:8]([C:14]([OH:16])=[O:15])=[C:9]([CH3:17])[N:10]([CH:11]([CH3:12])[CH3:13])[C:4]=2[CH:3]=1. (3) Given the reactants [NH2:1][C:2]1[C:3]2[CH:14]=[C:13]([C:15]([F:18])([F:17])[F:16])[CH:12]=[CH:11][C:4]=2[S:5][C:6]=1[C:7]([O:9][CH3:10])=[O:8].[C:19](Cl)(=[O:21])[CH3:20].C(N(CC)CC)C, predict the reaction product. The product is: [C:19]([NH:1][C:2]1[C:3]2[CH:14]=[C:13]([C:15]([F:18])([F:16])[F:17])[CH:12]=[CH:11][C:4]=2[S:5][C:6]=1[C:7]([O:9][CH3:10])=[O:8])(=[O:21])[CH3:20]. (4) Given the reactants [Cl:1][C:2]1[C:7]([S:8](Cl)(=[O:10])=[O:9])=[CH:6][CH:5]=[CH:4][N:3]=1.[CH3:12][C:13]1[CH:14]=[CH:15][C:16]([NH2:20])=[N:17][C:18]=1[CH3:19], predict the reaction product. The product is: [Cl:1][C:2]1[C:7]([S:8]([NH:20][C:16]2[CH:15]=[CH:14][C:13]([CH3:12])=[C:18]([CH3:19])[N:17]=2)(=[O:10])=[O:9])=[CH:6][CH:5]=[CH:4][N:3]=1. (5) Given the reactants [F:1][C:2]([F:7])([F:6])[C:3]([OH:5])=[O:4].N[C:9]1[CH:36]=[CH:35][C:12]([CH2:13][N:14]2[C:20]3[CH:21]=[CH:22][CH:23]=[CH:24][C:19]=3[CH2:18][N:17]([C:25](=[O:33])[C:26]3[CH:31]=[CH:30][C:29]([Cl:32])=[CH:28][CH:27]=3)[CH2:16][C:15]2=[O:34])=[CH:11][CH:10]=1.C=O.[C:39]([BH3-])#[N:40].[Na+].[C:43](O)(=O)C, predict the reaction product. The product is: [F:1][C:2]([F:7])([F:6])[C:3]([OH:5])=[O:4].[CH3:43][N:40]([CH3:39])[C:9]1[CH:36]=[CH:35][C:12]([CH2:13][N:14]2[C:20]3[CH:21]=[CH:22][CH:23]=[CH:24][C:19]=3[CH2:18][N:17]([C:25](=[O:33])[C:26]3[CH:31]=[CH:30][C:29]([Cl:32])=[CH:28][CH:27]=3)[CH2:16][C:15]2=[O:34])=[CH:11][CH:10]=1.